This data is from HIV replication inhibition screening data with 41,000+ compounds from the AIDS Antiviral Screen. The task is: Binary Classification. Given a drug SMILES string, predict its activity (active/inactive) in a high-throughput screening assay against a specified biological target. The molecule is Cc1ccc2nsnc2c1[N+](=O)[O-]. The result is 0 (inactive).